This data is from Full USPTO retrosynthesis dataset with 1.9M reactions from patents (1976-2016). The task is: Predict the reactants needed to synthesize the given product. (1) The reactants are: C(O[CH:4](O)[C:5]([C:7]1[CH:8]=[C:9]([NH:13][S:14]([C:17]2[CH:22]=[CH:21][CH:20]=[CH:19][CH:18]=2)(=[O:16])=[O:15])[CH:10]=[CH:11][CH:12]=1)=[O:6])C.Cl.[N:25]1([CH2:34][CH2:35][C:36]([NH2:39])([CH3:38])[CH3:37])[C:29]2[CH:30]=[CH:31][CH:32]=[CH:33][C:28]=2[N:27]=[CH:26]1.[BH4-].[Na+].O. Given the product [N:25]1([CH2:34][CH2:35][C:36]([NH:39][CH2:4][CH:5]([C:7]2[CH:8]=[C:9]([NH:13][S:14]([C:17]3[CH:18]=[CH:19][CH:20]=[CH:21][CH:22]=3)(=[O:15])=[O:16])[CH:10]=[CH:11][CH:12]=2)[OH:6])([CH3:37])[CH3:38])[C:29]2[CH:30]=[CH:31][CH:32]=[CH:33][C:28]=2[N:27]=[CH:26]1, predict the reactants needed to synthesize it. (2) The reactants are: [N:1]1([C:7]2[CH:8]=[C:9]([C:13]3[CH:14]=[C:15]([C:23]([NH:25][C:26]4[CH:27]=[C:28](/[CH:32]=[CH:33]/[C:34]([O:36]CC)=[O:35])[CH:29]=[CH:30][CH:31]=4)=[O:24])[C:16]4[C:21]([CH:22]=3)=[CH:20][CH:19]=[CH:18][CH:17]=4)[CH:10]=[CH:11][CH:12]=2)[CH2:6][CH2:5][NH:4][CH2:3][CH2:2]1.O[Li].O. Given the product [N:1]1([C:7]2[CH:8]=[C:9]([C:13]3[CH:14]=[C:15]([C:23]([NH:25][C:26]4[CH:27]=[C:28](/[CH:32]=[CH:33]/[C:34]([OH:36])=[O:35])[CH:29]=[CH:30][CH:31]=4)=[O:24])[C:16]4[C:21]([CH:22]=3)=[CH:20][CH:19]=[CH:18][CH:17]=4)[CH:10]=[CH:11][CH:12]=2)[CH2:6][CH2:5][NH:4][CH2:3][CH2:2]1, predict the reactants needed to synthesize it. (3) The reactants are: NC1C(N)=CC(C(F)(F)F)=CC=1C#N.C([O-])(O)=[O:16].[Na+].[F:20][CH:21]([F:37])[C:22]1[NH:26][C:25]2[CH:27]=[C:28]([C:33]([F:36])([F:35])[F:34])[CH:29]=[C:30]([C:31]#[N:32])[C:24]=2[N:23]=1.[OH-].[K+]. Given the product [F:37][CH:21]([F:20])[C:22]1[NH:26][C:25]2[CH:27]=[C:28]([C:33]([F:36])([F:35])[F:34])[CH:29]=[C:30]([C:31]([NH2:32])=[O:16])[C:24]=2[N:23]=1, predict the reactants needed to synthesize it. (4) Given the product [Cl:8][C:4]1[N:5]=[CH:6][S:7][C:3]=1[CH2:2][S:16][C:14]1[N:13]=[C:12]([OH:17])[CH:11]=[C:10]([CH3:9])[N:15]=1, predict the reactants needed to synthesize it. The reactants are: Br[CH2:2][C:3]1[S:7][CH:6]=[N:5][C:4]=1[Cl:8].[CH3:9][C:10]1[N:15]=[C:14]([SH:16])[N:13]=[C:12]([OH:17])[CH:11]=1.C(N(CC)CC)C. (5) Given the product [F:34][C:29]1[CH:30]=[CH:31][CH:32]=[CH:33][C:28]=1[CH2:27][C:26]([CH:23]1[CH2:22][CH2:21][N:20]([CH2:19][C:14]2[C:13](=[O:12])[NH:18][CH:17]=[CH:16][N:15]=2)[CH2:25][CH2:24]1)=[O:35], predict the reactants needed to synthesize it. The reactants are: Cl.C(OCC)(=O)C.C([O:12][C:13]1[C:14]([CH2:19][N:20]2[CH2:25][CH2:24][CH:23]([C:26](=[O:35])[CH2:27][C:28]3[CH:33]=[CH:32][CH:31]=[CH:30][C:29]=3[F:34])[CH2:22][CH2:21]2)=[N:15][CH:16]=[CH:17][N:18]=1)(C)(C)C.[OH-].[Na+].C(=O)(O)[O-].[Na+].